Dataset: Full USPTO retrosynthesis dataset with 1.9M reactions from patents (1976-2016). Task: Predict the reactants needed to synthesize the given product. (1) Given the product [NH2:13][C:12]1[N:8]([C:4]2[CH:3]=[C:2]([P:19](=[O:21])([CH3:20])[CH3:18])[CH:7]=[CH:6][CH:5]=2)[N:9]=[C:10]([C:14]([CH3:17])([CH3:16])[CH3:15])[CH:11]=1, predict the reactants needed to synthesize it. The reactants are: Br[C:2]1[CH:3]=[C:4]([N:8]2[C:12]([NH2:13])=[CH:11][C:10]([C:14]([CH3:17])([CH3:16])[CH3:15])=[N:9]2)[CH:5]=[CH:6][CH:7]=1.[CH3:18][PH:19](=[O:21])[CH3:20].[O-]P([O-])([O-])=O.[K+].[K+].[K+]. (2) Given the product [Cl:34][C:32]1[CH:31]=[C:30]2[C:28](=[C:27]([Cl:26])[CH:33]=1)[NH:29][C:15]([Si:16]([CH3:17])([CH3:18])[CH3:19])=[C:14]2[CH2:13][CH2:12][NH:11][C:9](=[O:10])[C:8]1[CH:20]=[CH:21][CH:22]=[C:6]([CH2:5][C:4]2[CH:23]=[CH:24][CH:25]=[C:2]([F:1])[CH:3]=2)[CH:7]=1, predict the reactants needed to synthesize it. The reactants are: [F:1][C:2]1[CH:3]=[C:4]([CH:23]=[CH:24][CH:25]=1)[CH2:5][C:6]1[CH:7]=[C:8]([CH:20]=[CH:21][CH:22]=1)[C:9]([NH:11][CH2:12][CH2:13][C:14]#[C:15][Si:16]([CH3:19])([CH3:18])[CH3:17])=[O:10].[Cl:26][C:27]1[CH:33]=[C:32]([Cl:34])[CH:31]=[C:30](I)[C:28]=1[NH2:29].C(=O)([O-])[O-].[Na+].[Na+].